From a dataset of Catalyst prediction with 721,799 reactions and 888 catalyst types from USPTO. Predict which catalyst facilitates the given reaction. (1) Reactant: [CH3:1][C:2]1([CH3:14])[O:6][C@H:5]2[O:7][C@H:8]([C@H:10]([OH:13])[CH2:11][OH:12])[CH2:9][C@H:4]2[O:3]1.[C:15]1([CH3:25])[CH:20]=[CH:19][C:18]([S:21](Cl)(=[O:23])=[O:22])=[CH:17][CH:16]=1. Product: [CH3:25][C:15]1[CH:20]=[CH:19][C:18]([S:21]([O:12][CH2:11][C@H:10]([C@H:8]2[O:7][C@@H:5]3[O:6][C:2]([CH3:14])([CH3:1])[O:3][C@@H:4]3[CH2:9]2)[OH:13])(=[O:23])=[O:22])=[CH:17][CH:16]=1. The catalyst class is: 17. (2) Reactant: C(NC[C@H](O)COC1C(C#N)=CC=CN=1)(C)(C)C.[NH2:19][C:20]1[N:21]=[C:22](SC)[S:23][C:24]=1[C:25]([O:27][CH3:28])=[O:26].[ClH:31]. Product: [ClH:31].[NH2:19][C:20]1[N:21]=[CH:22][S:23][C:24]=1[C:25]([O:27][CH3:28])=[O:26]. The catalyst class is: 284.